This data is from Catalyst prediction with 721,799 reactions and 888 catalyst types from USPTO. The task is: Predict which catalyst facilitates the given reaction. Reactant: [CH2:1]([O:3][C:4]([C:6]1[N:7]=[C:8]([CH2:11]Cl)[S:9][CH:10]=1)=[O:5])[CH3:2].C(=O)([O-])[O-].[K+].[K+].[NH:19]1[CH2:24][CH2:23][O:22][CH2:21][CH2:20]1. Product: [O:22]1[CH2:23][CH2:24][N:19]([CH2:11][C:8]2[S:9][CH:10]=[C:6]([C:4]([O:3][CH2:1][CH3:2])=[O:5])[N:7]=2)[CH2:20][CH2:21]1. The catalyst class is: 85.